Dataset: Forward reaction prediction with 1.9M reactions from USPTO patents (1976-2016). Task: Predict the product of the given reaction. Given the reactants [CH3:1][O:2][CH2:3][CH2:4][O:5][CH2:6][O:7][C@@H:8]1[CH2:14][CH:13]=[CH:12][CH2:11][O:10][CH2:9]1, predict the reaction product. The product is: [CH3:1][O:2][CH2:3][CH2:4][O:5][CH2:6][O:7][C@@H:8]1[CH2:14][CH2:13][CH2:12][CH2:11][O:10][CH2:9]1.